Dataset: Catalyst prediction with 721,799 reactions and 888 catalyst types from USPTO. Task: Predict which catalyst facilitates the given reaction. Reactant: [CH2:1]([N:8]1[CH2:15][CH:14]2[N:16]([CH2:17][C:18]3[CH:23]=[CH:22][CH:21]=[CH:20][CH:19]=3)[CH:10]([CH2:11][NH:12][CH2:13]2)[CH2:9]1)[C:2]1[CH:7]=[CH:6][CH:5]=[CH:4][CH:3]=1.[CH2:24]=O.[BH4-].[Na+]. Product: [CH2:1]([N:8]1[CH2:9][CH:10]2[N:16]([CH2:17][C:18]3[CH:23]=[CH:22][CH:21]=[CH:20][CH:19]=3)[CH:14]([CH2:13][N:12]([CH3:24])[CH2:11]2)[CH2:15]1)[C:2]1[CH:3]=[CH:4][CH:5]=[CH:6][CH:7]=1. The catalyst class is: 5.